Dataset: Reaction yield outcomes from USPTO patents with 853,638 reactions. Task: Predict the reaction yield, written as a fraction of the theoretical maximum amount of product (1.0 means a 100% yield; for example, 0.34 means a 34% yield). (1) The reactants are [H-].[Na+].[Br:3][C:4]1[CH:5]=[C:6]2[C:10](=[CH:11][CH:12]=1)[NH:9][CH2:8][CH2:7]2.[CH3:13][S:14](Cl)(=[O:16])=[O:15]. The catalyst is CN(C=O)C. The product is [Br:3][C:4]1[CH:5]=[C:6]2[C:10](=[CH:11][CH:12]=1)[N:9]([S:14]([CH3:13])(=[O:16])=[O:15])[CH2:8][CH2:7]2. The yield is 0.600. (2) The reactants are [CH:1]12[N:7]([C:8]3[CH:9]=[CH:10][C:11]([N+:20]([O-])=O)=[C:12]([C:14]#[C:15][CH2:16][N:17]([CH3:19])[CH3:18])[CH:13]=3)[CH:4]([CH2:5][CH2:6]1)[CH2:3][CH2:2]2. The catalyst is C(O)(=O)C.O.CO.[Zn]. The product is [CH:1]12[N:7]([C:8]3[CH:9]=[CH:10][C:11]([NH2:20])=[C:12]([C:14]#[C:15][CH2:16][N:17]([CH3:19])[CH3:18])[CH:13]=3)[CH:4]([CH2:5][CH2:6]1)[CH2:3][CH2:2]2. The yield is 0.300. (3) The reactants are Br[C:2]1[CH:7]=[CH:6][C:5]([CH2:8][CH2:9][O:10][CH2:11][CH2:12][CH3:13])=[CH:4][CH:3]=1.[CH3:14][N:15]1CCCC1=O.O. The catalyst is [C-]#N.[Zn+2].[C-]#N.C1C=CC([P]([Pd]([P](C2C=CC=CC=2)(C2C=CC=CC=2)C2C=CC=CC=2)([P](C2C=CC=CC=2)(C2C=CC=CC=2)C2C=CC=CC=2)[P](C2C=CC=CC=2)(C2C=CC=CC=2)C2C=CC=CC=2)(C2C=CC=CC=2)C2C=CC=CC=2)=CC=1.C(OCC)(=O)C. The product is [CH2:11]([O:10][CH2:9][CH2:8][C:5]1[CH:6]=[CH:7][C:2]([C:14]#[N:15])=[CH:3][CH:4]=1)[CH2:12][CH3:13]. The yield is 0.190. (4) The reactants are C([O:3][C:4](=O)[CH2:5][CH:6]([CH2:10][N+:11]([O-])=O)[CH2:7][CH2:8][CH3:9])C.[H][H]. The catalyst is CO. The product is [CH2:7]([CH:6]1[CH2:10][NH:11][C:4](=[O:3])[CH2:5]1)[CH2:8][CH3:9]. The yield is 0.787. (5) The reactants are [C:1](/[CH:3]=[CH:4]/[S:5]([C:8]1[CH:13]=[CH:12][C:11]([C:14]([CH3:19])([CH3:18])[C:15]([OH:17])=O)=[CH:10][CH:9]=1)(=[O:7])=[O:6])#[N:2].[C:20]1([C@@H:26]([NH2:28])[CH3:27])[CH:25]=[CH:24][CH:23]=[CH:22][CH:21]=1.Cl.CN(C)CCCN=C=NCC.ON1C2C=CC=CC=2N=N1. The catalyst is C(Cl)Cl. The product is [C:1](/[CH:3]=[CH:4]/[S:5]([C:8]1[CH:9]=[CH:10][C:11]([C:14]([CH3:19])([CH3:18])[C:15]([NH:28][C@H:26]([C:20]2[CH:25]=[CH:24][CH:23]=[CH:22][CH:21]=2)[CH3:27])=[O:17])=[CH:12][CH:13]=1)(=[O:6])=[O:7])#[N:2]. The yield is 0.640. (6) The catalyst is O. The yield is 0.750. The reactants are [N:1]1([C:8]2[C:13]([C:14]3[CH:15]=[CH:16][C:17]4[C:18]5[N:32](C6CCCCO6)[N:31]=[CH:30][C:19]=5[C:20](=[O:29])[N:21]([CH2:24][C:25]([F:28])([F:27])[F:26])[C:22]=4[CH:23]=3)=[CH:12][CH:11]=[CH:10][N:9]=2)[CH2:7][CH2:6][CH2:5][NH:4][CH2:3][CH2:2]1.N1(C2C(C3C=CC4C5NN(C6CCCCO6)CC=5C(=O)N(CC(F)(F)F)C=4C=3)=CC=CN=2)CCCNCC1.[ClH:77]. The product is [ClH:77].[N:1]1([C:8]2[C:13]([C:14]3[CH:15]=[CH:16][C:17]4[C:18]5[NH:32][N:31]=[CH:30][C:19]=5[C:20](=[O:29])[N:21]([CH2:24][C:25]([F:27])([F:26])[F:28])[C:22]=4[CH:23]=3)=[CH:12][CH:11]=[CH:10][N:9]=2)[CH2:7][CH2:6][CH2:5][NH:4][CH2:3][CH2:2]1. (7) The reactants are [Br:1][C:2]1[C:3]2[O:10][C:9]([C:11]([OH:13])=O)=[C:8]([NH:14][C:15]3[CH:20]=[CH:19][C:18]([I:21])=[CH:17][C:16]=3[F:22])[C:4]=2[CH:5]=[N:6][CH:7]=1.C(C1NC=CN=1)(C1NC=CN=1)=O.[CH3:35][C:36]1([CH3:44])[O:40][C@@H:39]([CH2:41][O:42][NH2:43])[CH2:38][O:37]1. The catalyst is C(#N)C. The product is [CH3:35][C:36]1([CH3:44])[O:40][C@@H:39]([CH2:41][O:42][NH:43][C:11]([C:9]2[O:10][C:3]3[C:2]([Br:1])=[CH:7][N:6]=[CH:5][C:4]=3[C:8]=2[NH:14][C:15]2[CH:20]=[CH:19][C:18]([I:21])=[CH:17][C:16]=2[F:22])=[O:13])[CH2:38][O:37]1. The yield is 0.200. (8) The reactants are [O:1]=[C:2]1[NH:16][C:5]2([C:13]3[CH:12]=[CH:11][CH:10]=[C:9]([C:14]#[N:15])[C:8]=3[CH2:7][CH2:6]2)[C:4](=[O:17])[NH:3]1.Br[CH2:19][C:20]([O:22][C:23]([CH3:26])([CH3:25])[CH3:24])=[O:21].C([O-])([O-])=O.[K+].[K+]. The catalyst is O. The product is [C:14]([C:9]1[CH:10]=[CH:11][CH:12]=[C:13]2[C:8]=1[CH2:7][CH2:6][C:5]12[C:4](=[O:17])[N:3]([CH2:19][C:20]([O:22][C:23]([CH3:26])([CH3:25])[CH3:24])=[O:21])[C:2](=[O:1])[NH:16]1)#[N:15]. The yield is 0.560.